From a dataset of Retrosynthesis with 50K atom-mapped reactions and 10 reaction types from USPTO. Predict the reactants needed to synthesize the given product. (1) Given the product CCOC(=O)CSc1nc(Cl)cc(Nc2c(C)cc(C)cc2C)n1, predict the reactants needed to synthesize it. The reactants are: CCOC(=O)CSc1nc(Cl)cc(Cl)n1.Cc1cc(C)c(N)c(C)c1. (2) Given the product CC[C@H](CO)Nc1nc(-c2cc(O)cc(Cl)c2)c2c(N)c(C(N)=O)sc2n1, predict the reactants needed to synthesize it. The reactants are: CC[C@H](CO)Nc1nc(-c2cc(Cl)cc(OC)c2)c2c(N)c(C(N)=O)sc2n1. (3) Given the product CON(C)C(=O)C1CN(C(=O)OC(C)(C)C)CCO1, predict the reactants needed to synthesize it. The reactants are: CC(C)(C)OC(=O)N1CCOC(C(=O)O)C1.CNOC. (4) Given the product O=C(N[C@@H](Cc1ccccc1)C(=O)O)OCc1ccccc1, predict the reactants needed to synthesize it. The reactants are: N[C@@H](Cc1ccccc1)C(=O)O.O=C(Cl)OCc1ccccc1. (5) Given the product CCCCOC(=O)N1CCN(C(=O)[C@H](CCC(=O)OC(C)(C)C)NC(=O)c2cc(OCC(=O)N3CCC[C@H]3C(=O)OCc3ccccc3)n(-c3ccccc3)n2)CC1, predict the reactants needed to synthesize it. The reactants are: CCCCOC(=O)N1CCN(C(=O)[C@H](CCC(=O)OC(C)(C)C)NC(=O)c2cc(OCC(=O)O)n(-c3ccccc3)n2)CC1.O=C(OCc1ccccc1)[C@@H]1CCCN1. (6) Given the product NCc1cc2ncccc2s1, predict the reactants needed to synthesize it. The reactants are: ClCc1cc2ncccc2s1.N. (7) Given the product O=C(NC1CCC1)c1ccc2c(n1)N(C(=O)Nc1ccccn1)[C@H]1CCN2C1, predict the reactants needed to synthesize it. The reactants are: NC1CCC1.O=C(O)c1ccc2c(n1)N(C(=O)Nc1ccccn1)[C@H]1CCN2C1. (8) Given the product O=C(OCCS(=O)(=O)CCCOCCc1ccccc1)c1ccccc1, predict the reactants needed to synthesize it. The reactants are: O=C(Cl)c1ccccc1.O=S(=O)(CCO)CCCOCCc1ccccc1.